This data is from Forward reaction prediction with 1.9M reactions from USPTO patents (1976-2016). The task is: Predict the product of the given reaction. (1) Given the reactants [O:1]1[C:6]2[CH:7]=[CH:8][C:9]([NH2:11])=[CH:10][C:5]=2[O:4][CH2:3][CH2:2]1.[Br:12]Br, predict the reaction product. The product is: [Br:12][C:8]1[C:9]([NH2:11])=[CH:10][C:5]2[O:4][CH2:3][CH2:2][O:1][C:6]=2[CH:7]=1. (2) The product is: [OH:41][CH2:40][CH2:42][NH:43][C:3]1[N:2]([CH3:1])[C:7](=[O:8])[C:6]2[C:9]([C:30]3[CH:31]=[CH:32][CH:33]=[CH:34][CH:35]=3)=[C:10]([C:12]3[CH:17]=[CH:16][C:15]([C:18]4([NH:22][C:23](=[O:29])[O:24][C:25]([CH3:28])([CH3:26])[CH3:27])[CH2:19][CH2:20][CH2:21]4)=[CH:14][CH:13]=3)[O:11][C:5]=2[N:4]=1. Given the reactants [CH3:1][N:2]1[C:7](=[O:8])[C:6]2[C:9]([C:30]3[CH:35]=[CH:34][CH:33]=[CH:32][CH:31]=3)=[C:10]([C:12]3[CH:17]=[CH:16][C:15]([C:18]4([NH:22][C:23](=[O:29])[O:24][C:25]([CH3:28])([CH3:27])[CH3:26])[CH2:21][CH2:20][CH2:19]4)=[CH:14][CH:13]=3)[O:11][C:5]=2[N:4]=[C:3]1S(C)(=O)=O.[CH2:40]([CH2:42][NH2:43])[OH:41], predict the reaction product. (3) Given the reactants C(=O)(O)[O-].[Na+].Cl.[NH2:7][OH:8].[C:9]([O:13][C:14](=[O:24])[NH:15][C:16]([C:22]#[N:23])([CH3:21])[CH2:17][CH:18]1[CH2:20][CH2:19]1)([CH3:12])([CH3:11])[CH3:10], predict the reaction product. The product is: [C:9]([O:13][C:14](=[O:24])[NH:15][C:16]([C:22](=[NH:23])[NH:7][OH:8])([CH3:21])[CH2:17][CH:18]1[CH2:19][CH2:20]1)([CH3:10])([CH3:12])[CH3:11]. (4) Given the reactants C[O:2][C:3](=[O:20])[C:4]1[CH:9]=[CH:8][C:7]([C:10]2[CH:11]=[N:12][C:13]([C:16]([F:19])([F:18])[F:17])=[CH:14][CH:15]=2)=[CH:6][CH:5]=1.O.[OH-].[Li+], predict the reaction product. The product is: [F:18][C:16]([F:17])([F:19])[C:13]1[N:12]=[CH:11][C:10]([C:7]2[CH:8]=[CH:9][C:4]([C:3]([OH:20])=[O:2])=[CH:5][CH:6]=2)=[CH:15][CH:14]=1. (5) Given the reactants CS(O[CH2:6][C:7]1[N:12]=[CH:11][C:10]2[N:13]=[CH:14][N:15]([C:16]3[S:17][C:18]([C:34](=[O:36])[NH2:35])=[C:19]([O:21][C@@H:22]([C:24]4[CH:29]=[CH:28][CH:27]=[CH:26][C:25]=4[C:30]([F:33])([F:32])[F:31])[CH3:23])[CH:20]=3)[C:9]=2[CH:8]=1)(=O)=O.C(N(CC)CC)C.Cl.Cl.[CH:46]1([N:49]2[CH2:54][CH2:53][NH:52][CH2:51][CH2:50]2)[CH2:48][CH2:47]1, predict the reaction product. The product is: [CH:46]1([N:49]2[CH2:54][CH2:53][N:52]([CH2:6][C:7]3[N:12]=[CH:11][C:10]4[N:13]=[CH:14][N:15]([C:16]5[S:17][C:18]([C:34]([NH2:35])=[O:36])=[C:19]([O:21][C@@H:22]([C:24]6[CH:29]=[CH:28][CH:27]=[CH:26][C:25]=6[C:30]([F:33])([F:31])[F:32])[CH3:23])[CH:20]=5)[C:9]=4[CH:8]=3)[CH2:51][CH2:50]2)[CH2:48][CH2:47]1. (6) Given the reactants [CH2:1]([O:3][CH2:4][N:5]1[C:9](Br)=[C:8]([N+:11]([O-:13])=[O:12])[N:7]=[C:6]1[Br:14])[CH3:2].O.S([O-])([O-])=O.[Na+].[Na+].C(=O)(O)[O-].[Na+], predict the reaction product. The product is: [CH2:1]([O:3][CH2:4][N:5]1[CH:9]=[C:8]([N+:11]([O-:13])=[O:12])[N:7]=[C:6]1[Br:14])[CH3:2]. (7) Given the reactants [OH:1][CH2:2][C:3]1[CH:8]=[CH:7][C:6]([C:9]([F:12])([F:11])[F:10])=[CH:5][C:4]=1[OH:13].[Cl:14][CH2:15][CH:16]=O.Cl.O, predict the reaction product. The product is: [Cl:14][CH2:15][CH:16]1[O:13][C:4]2[CH:5]=[C:6]([C:9]([F:11])([F:12])[F:10])[CH:7]=[CH:8][C:3]=2[CH2:2][O:1]1. (8) Given the reactants [Br:1][C:2]1[C:3]([OH:16])=[C:4]2[C:9](=[CH:10][CH:11]=1)[N:8]([C:12](=[O:14])[CH3:13])[C@@H:7]([CH3:15])[CH2:6][CH2:5]2.Cl[C:18]1[CH:23]=[C:22]([CH3:24])[CH:21]=[CH:20][N:19]=1.CN(C)C=O.C(=O)([O-])[O-].[Cs+].[Cs+], predict the reaction product. The product is: [Br:1][C:2]1[C:3]([O:16][C:18]2[CH:23]=[C:22]([CH3:24])[CH:21]=[CH:20][N:19]=2)=[C:4]2[C:9](=[CH:10][CH:11]=1)[N:8]([C:12](=[O:14])[CH3:13])[C@@H:7]([CH3:15])[CH2:6][CH2:5]2. (9) Given the reactants C([O:3][C:4]([C:6]1[C:7]([C:15]2[CH:20]=[CH:19][CH:18]=[C:17]([Cl:21])[CH:16]=2)=[N:8][C:9]([S:13][CH3:14])=[N:10][C:11]=1[CH3:12])=[O:5])C.O.[OH-].[Li+], predict the reaction product. The product is: [Cl:21][C:17]1[CH:16]=[C:15]([C:7]2[C:6]([C:4]([OH:5])=[O:3])=[C:11]([CH3:12])[N:10]=[C:9]([S:13][CH3:14])[N:8]=2)[CH:20]=[CH:19][CH:18]=1. (10) Given the reactants [CH2:1]([O:3][C:4](=[O:18])[CH2:5][C:6]1[C:7]([CH3:17])=[CH:8][N:9]2[C:14]=1[CH:13]=[C:12]([C:15]#[N:16])[CH:11]=[CH:10]2)[CH3:2].[Cl:19][C:20]1[CH:27]=[CH:26][C:23]([CH:24]=O)=[CH:22][CH:21]=1, predict the reaction product. The product is: [CH2:1]([O:3][C:4](=[O:18])[CH2:5][C:6]1[C:7]([CH3:17])=[C:8]([CH2:24][C:23]2[CH:26]=[CH:27][C:20]([Cl:19])=[CH:21][CH:22]=2)[N:9]2[C:14]=1[CH:13]=[C:12]([C:15]#[N:16])[CH:11]=[CH:10]2)[CH3:2].